This data is from Full USPTO retrosynthesis dataset with 1.9M reactions from patents (1976-2016). The task is: Predict the reactants needed to synthesize the given product. Given the product [N:30]1[CH:31]=[CH:32][N:33]=[CH:34][C:29]=1[C:2]1[CH:11]=[C:10]2[C:5]([CH:6]=[C:7]([NH:12][C:13]([CH:15]3[CH2:17][CH2:16]3)=[O:14])[N:8]=[CH:9]2)=[CH:4][CH:3]=1, predict the reactants needed to synthesize it. The reactants are: Br[C:2]1[CH:11]=[C:10]2[C:5]([CH:6]=[C:7]([NH:12][C:13]([CH:15]3[CH2:17][CH2:16]3)=[O:14])[N:8]=[CH:9]2)=[CH:4][CH:3]=1.O1CCOCC1.C([Sn](CCCC)(CCCC)[C:29]1[CH:34]=[N:33][CH:32]=[CH:31][N:30]=1)CCC.